Dataset: Forward reaction prediction with 1.9M reactions from USPTO patents (1976-2016). Task: Predict the product of the given reaction. (1) Given the reactants [CH2:1]([C:5]1[CH:6]=[C:7]([CH:11]=[CH:12][CH:13]=1)[C:8]([OH:10])=O)[CH:2]([CH3:4])[CH3:3].[CH2:14]([NH2:21])[C:15]1[CH:20]=[CH:19][CH:18]=[CH:17][CH:16]=1, predict the reaction product. The product is: [CH2:1]([C:5]1[CH:6]=[C:7]([CH:11]=[CH:12][CH:13]=1)[C:8]([NH:21][CH2:14][C:15]1[CH:20]=[CH:19][CH:18]=[CH:17][CH:16]=1)=[O:10])[CH:2]([CH3:3])[CH3:4]. (2) The product is: [NH2:7][C:8]1[C:9]([CH3:11])=[CH:10][C:2]([Cl:1])=[CH:3][C:4]=1[C:5]([OH:13])=[O:20]. Given the reactants [Cl:1][C:2]1[CH:3]=[C:4]2[C:8](=[C:9]([CH3:11])[CH:10]=1)[NH:7]C(=O)[C:5]2=[O:13].[OH-].[K+].OO.C(OCC)(=[O:20])C, predict the reaction product. (3) Given the reactants Cl[CH2:2][CH2:3][CH2:4][C:5]([C:7]1[CH:12]=[CH:11][C:10]([CH3:13])=[C:9]([CH3:14])[CH:8]=1)=[O:6].[NH:15]1[CH2:20][CH2:19][CH:18]([C:21]2[CH:22]=[C:23]([NH:27][C:28](=[O:31])[CH2:29][CH3:30])[CH:24]=[CH:25][CH:26]=2)[CH2:17][CH2:16]1, predict the reaction product. The product is: [CH3:14][C:9]1[CH:8]=[C:7]([C:5](=[O:6])[CH2:4][CH2:3][CH2:2][N:15]2[CH2:20][CH2:19][CH:18]([C:21]3[CH:22]=[C:23]([NH:27][C:28](=[O:31])[CH2:29][CH3:30])[CH:24]=[CH:25][CH:26]=3)[CH2:17][CH2:16]2)[CH:12]=[CH:11][C:10]=1[CH3:13]. (4) The product is: [C:1]([O:4][C@H:5]1[CH2:10][CH2:9][C@@:8]([C@H:12]2[CH2:20][CH2:19][C@@:18]3([CH3:21])[C@@H:14]([CH2:15][CH2:16][C:17]3=[CH2:22])[C@@H:13]2[CH2:23][N:32]=[N+:33]=[N-:34])([CH3:11])[C@@H:7]([CH2:25][O:26][S:28]([CH3:27])(=[O:30])=[O:29])[CH2:6]1)(=[O:3])[CH3:2]. Given the reactants [C:1]([O:4][C@H:5]1[CH2:10][CH2:9][C@@:8]([C@H:12]2[CH2:20][CH2:19][C@@:18]3([CH3:21])[C@@H:14]([CH2:15][CH2:16][C:17]3=[CH2:22])[C@@H:13]2[CH2:23]O)([CH3:11])[C@@H:7]([CH2:25][OH:26])[CH2:6]1)(=[O:3])[CH3:2].[CH3:27][S:28](Cl)(=[O:30])=[O:29].[N-:32]=[N+:33]=[N-:34].[Na+], predict the reaction product. (5) Given the reactants Br[C:2]1[CH:3]=[C:4]([CH:7]=[O:8])[O:5][CH:6]=1.[CH:9](/B(O)O)=[CH:10]/[CH3:11].C(C1OC(C=O)=CC=1)C1C=CC=CC=1, predict the reaction product. The product is: [CH:9](/[C:2]1[CH:3]=[C:4]([CH:7]=[O:8])[O:5][CH:6]=1)=[CH:10]/[CH3:11]. (6) Given the reactants [CH2:1]([O:3][C:4](=[O:16])[CH2:5][N:6]1[C:14]2[CH2:13][CH2:12][CH2:11][C:10](=O)[C:9]=2[CH:8]=[N:7]1)[CH3:2].[Cl-].[OH:18][NH3+:19].N.[Cl-].[NH4+], predict the reaction product. The product is: [CH2:1]([O:3][C:4](=[O:16])[CH2:5][N:6]1[C:14]2[CH2:13][CH2:12][CH2:11][C:10](=[N:19][OH:18])[C:9]=2[CH:8]=[N:7]1)[CH3:2].